Dataset: Catalyst prediction with 721,799 reactions and 888 catalyst types from USPTO. Task: Predict which catalyst facilitates the given reaction. (1) Reactant: [Br:1][CH2:2][CH:3]([OH:27])[CH2:4][O:5][C:6]1[C:14]([Br:15])=[C:13]2[C:9]([CH:10]=[N:11][N:12]2[CH2:16][CH:17]([O:19][Si:20]([C:23]([CH3:26])([CH3:25])[CH3:24])([CH3:22])[CH3:21])[CH3:18])=[CH:8][CH:7]=1.C1(C)C=CC(S(O)(=O)=O)=CC=1.[CH:39]([O:41][CH2:42][CH3:43])=[CH2:40]. Product: [Br:15][C:14]1[C:6]([O:5][CH2:4][CH:3]([O:27][CH:39]([O:41][CH2:42][CH3:43])[CH3:40])[CH2:2][Br:1])=[CH:7][CH:8]=[C:9]2[C:13]=1[N:12]([CH2:16][CH:17]([O:19][Si:20]([C:23]([CH3:26])([CH3:25])[CH3:24])([CH3:21])[CH3:22])[CH3:18])[N:11]=[CH:10]2. The catalyst class is: 4. (2) Reactant: [CH3:1][O:2][C:3]1[CH:8]=[C:7]([O:9][CH3:10])[CH:6]=[CH:5][C:4]=1[C:11]1([CH2:18][CH2:19][OH:20])[NH:16][C:15](=[O:17])[CH:14]=[CH:13][CH2:12]1. Product: [CH3:1][O:2][C:3]1[CH:8]=[C:7]([O:9][CH3:10])[CH:6]=[CH:5][C:4]=1[C:11]1([CH2:18][CH2:19][OH:20])[NH:16][C:15](=[O:17])[CH2:14][CH2:13][CH2:12]1. The catalyst class is: 29. (3) Reactant: [Cl:1][C:2]1[CH:20]=[CH:19][C:5]([CH2:6][NH:7][CH2:8][C:9]2[CH:14]=[CH:13][C:12]([C:15]([F:18])([F:17])[F:16])=[CH:11][CH:10]=2)=[CH:4][CH:3]=1.[CH2:21]([O:23][C@H:24]([C:37]([O:39][CH2:40][CH3:41])=[O:38])[CH2:25][C:26]1[CH:36]=[CH:35][C:29]([O:30][CH2:31][C:32](O)=[O:33])=[CH:28][CH:27]=1)[CH3:22].C(N(CC)C(C)C)(C)C.F[B-](F)(F)F.N1(OC(N(C)C)=[N+](C)C)C2C=CC=CC=2N=N1. Product: [Cl:1][C:2]1[CH:3]=[CH:4][C:5]([CH2:6][N:7]([CH2:8][C:9]2[CH:14]=[CH:13][C:12]([C:15]([F:16])([F:17])[F:18])=[CH:11][CH:10]=2)[C:32](=[O:33])[CH2:31][O:30][C:29]2[CH:28]=[CH:27][C:26]([CH2:25][C@H:24]([O:23][CH2:21][CH3:22])[C:37]([O:39][CH2:40][CH3:41])=[O:38])=[CH:36][CH:35]=2)=[CH:19][CH:20]=1. The catalyst class is: 2. (4) Reactant: [NH2:1][C:2]1[CH:7]=[CH:6][C:5]([CH2:8][C:9]([NH:12][C:13](=[O:30])[C:14]([NH:16][C:17]2[CH:22]=[CH:21][C:20]([C:23]3[O:27][CH:26]=[N:25][CH:24]=3)=[C:19]([O:28][CH3:29])[CH:18]=2)=[O:15])([CH3:11])[CH3:10])=[CH:4][CH:3]=1.[C:31](O)(=[O:38])[C:32]1[CH:37]=[CH:36][CH:35]=[CH:34][CH:33]=1.O.ON1C2C=CC=CC=2N=N1.Cl.CN(C)CCCN=C=NCC.C(N1CCOCC1)C. Product: [C:31]([NH:1][C:2]1[CH:7]=[CH:6][C:5]([CH2:8][C:9]([NH:12][C:13](=[O:30])[C:14]([NH:16][C:17]2[CH:22]=[CH:21][C:20]([C:23]3[O:27][CH:26]=[N:25][CH:24]=3)=[C:19]([O:28][CH3:29])[CH:18]=2)=[O:15])([CH3:10])[CH3:11])=[CH:4][CH:3]=1)(=[O:38])[C:32]1[CH:37]=[CH:36][CH:35]=[CH:34][CH:33]=1. The catalyst class is: 4.